From a dataset of Forward reaction prediction with 1.9M reactions from USPTO patents (1976-2016). Predict the product of the given reaction. Given the reactants [C:1]([N:8]1[C@H:13]([CH3:14])[CH2:12][NH:11][CH2:10][C@@H:9]1[CH3:15])([O:3][C:4]([CH3:7])(C)C)=[O:2].[Cl:16][C:17]1[CH:24]=[CH:23]C(CCl)=[CH:19][CH:18]=1, predict the reaction product. The product is: [ClH:16].[Cl:16][C:17]1[CH:24]=[CH:23][C:7]([CH2:4][O:3][C:1]([N:8]2[C@H:9]([CH3:15])[CH2:10][NH:11][CH2:12][C@@H:13]2[CH3:14])=[O:2])=[CH:19][CH:18]=1.